Dataset: Reaction yield outcomes from USPTO patents with 853,638 reactions. Task: Predict the reaction yield, written as a fraction of the theoretical maximum amount of product (1.0 means a 100% yield; for example, 0.34 means a 34% yield). (1) The reactants are [Cl:1][C:2]1[N:6]2[C:7](=[O:20])[N:8]([C:14]3[CH:19]=[CH:18][CH:17]=[CH:16][CH:15]=3)[C:9]([CH:11](O)[CH3:12])=[CH:10][C:5]2=[N:4][CH:3]=1.C1C=CC(P([N:35]=[N+:36]=[N-:37])(C2C=CC=CC=2)=O)=CC=1.C1CCN2C(=NCCC2)CC1. The catalyst is C1COCC1. The product is [N:35]([CH:11]([C:9]1[N:8]([C:14]2[CH:19]=[CH:18][CH:17]=[CH:16][CH:15]=2)[C:7](=[O:20])[N:6]2[C:2]([Cl:1])=[CH:3][N:4]=[C:5]2[CH:10]=1)[CH3:12])=[N+:36]=[N-:37]. The yield is 0.599. (2) The reactants are C(C1NC=CC=1)(OC(C)(C)C)=O.[C:13]([O:17][C:18]([NH:20][C:21]1[CH:22]=[C:23]([C:27]([NH:29][C:30]2[CH:31]=[C:32]([C:36]([O:38]C)=[O:37])[N:33]([CH3:35])[CH:34]=2)=[O:28])[N:24]([CH3:26])[CH:25]=1)=[O:19])([CH3:16])([CH3:15])[CH3:14].[OH-].[Na+]. The catalyst is CO. The product is [C:13]([O:17][C:18]([NH:20][C:21]1[CH:22]=[C:23]([C:27]([NH:29][C:30]2[CH:31]=[C:32]([C:36]([OH:38])=[O:37])[N:33]([CH3:35])[CH:34]=2)=[O:28])[N:24]([CH3:26])[CH:25]=1)=[O:19])([CH3:16])([CH3:14])[CH3:15]. The yield is 1.00. (3) The reactants are [C:1]([O:4][CH2:5][C:6](=[O:28])[C@@H:7]1[C@:23]2([CH3:24])[CH:10]([CH:11]3[C:20](=[CH:21][CH2:22]2)[C@:19]2([CH3:25])[C:14](=[CH:15][C:16](=[O:26])[CH:17]=[CH:18]2)[CH2:13][CH2:12]3)[CH2:9][C@H:8]1[CH3:27])(=[O:3])[CH3:2].C([SiH](CC)CC)C. The catalyst is C1C=CC(P(C2C=CC=CC=2)C2C=CC=CC=2)=CC=1.C1C=CC(P(C2C=CC=CC=2)C2C=CC=CC=2)=CC=1.C1C=CC(P(C2C=CC=CC=2)C2C=CC=CC=2)=CC=1.[Cl-].[Rh].C(Cl)Cl. The product is [C:1]([O:4][CH2:5][C:6](=[O:28])[C@@H:7]1[C@:23]2([CH3:24])[CH:10]([CH:11]3[C:20](=[CH:21][CH2:22]2)[C@:19]2([CH3:25])[C:14](=[CH:15][C:16](=[O:26])[CH2:17][CH2:18]2)[CH2:13][CH2:12]3)[CH2:9][C@H:8]1[CH3:27])(=[O:3])[CH3:2]. The yield is 0.300. (4) The reactants are C(=C1C[N:5]([C:7]([O:9][C:10]([CH3:13])([CH3:12])[CH3:11])=[O:8])C1)C.C[N+]1([O-])CC[O:18][CH2:17][CH2:16]1.C(OCC)(=O)C.[CH3:28][C:29]([CH3:31])=[O:30].O. The catalyst is [Os](=O)(=O)(=O)=O. The product is [OH:30][C:29]1([CH:17]([OH:18])[CH3:16])[CH2:31][N:5]([C:7]([O:9][C:10]([CH3:11])([CH3:12])[CH3:13])=[O:8])[CH2:28]1. The yield is 0.630. (5) The reactants are [F:1][C:2]1[CH:7]=[CH:6][C:5]([C:8]2[N:9]=[C:10]([CH:28]3[CH2:33][CH2:32][N:31](C(OCC)=O)[CH2:30][CH2:29]3)[S:11][C:12]=2[C:13]2[CH:18]=[CH:17][N:16]=[C:15]([NH:19][C@H:20]([C:22]3[CH:27]=[CH:26][CH:25]=[CH:24][CH:23]=3)[CH3:21])[N:14]=2)=[CH:4][CH:3]=1.[Si](I)(C)(C)C.Cl.[OH-].[Na+]. The catalyst is C(Cl)(Cl)Cl.C(O)CC. The product is [F:1][C:2]1[CH:3]=[CH:4][C:5]([C:8]2[N:9]=[C:10]([CH:28]3[CH2:33][CH2:32][NH:31][CH2:30][CH2:29]3)[S:11][C:12]=2[C:13]2[CH:18]=[CH:17][N:16]=[C:15]([NH:19][C@H:20]([C:22]3[CH:27]=[CH:26][CH:25]=[CH:24][CH:23]=3)[CH3:21])[N:14]=2)=[CH:6][CH:7]=1. The yield is 0.870.